Task: Predict the reaction yield, written as a fraction of the theoretical maximum amount of product (1.0 means a 100% yield; for example, 0.34 means a 34% yield).. Dataset: Reaction yield outcomes from USPTO patents with 853,638 reactions (1) The reactants are N[C:2]1[CH:11]=[C:10]2[C:5]([CH:6]=[CH:7][C:8]([S:12]([O-:15])(=[O:14])=[O:13])=[CH:9]2)=[CH:4][CH:3]=1.[Na+].N([O-])=O.[Na+].[ClH:21]. The catalyst is O.Cl[Cu]. The product is [Cl:21][C:2]1[CH:11]=[C:10]2[C:5]([CH:6]=[CH:7][C:8]([S:12]([OH:15])(=[O:14])=[O:13])=[CH:9]2)=[CH:4][CH:3]=1. The yield is 0.850. (2) The reactants are [Cl:1][C:2]1[CH:7]=[CH:6][C:5]([C:8]2[C:12]([CH2:13][O:14][C:15]3[CH:23]=[CH:22][C:18]([C:19]([OH:21])=O)=[CH:17][N:16]=3)=[C:11]([CH2:24][OH:25])[O:10][N:9]=2)=[CH:4][CH:3]=1.[CH3:26][CH:27]([NH2:32])[C:28]([F:31])([F:30])[F:29].O.ON1C2C=CC=CC=2N=N1.C(N(C(C)C)C(C)C)C.Cl.CN(C)CCCN=C=NCC. The catalyst is C1COCC1. The product is [Cl:1][C:2]1[CH:3]=[CH:4][C:5]([C:8]2[C:12]([CH2:13][O:14][C:15]3[CH:23]=[CH:22][C:18]([C:19]([NH:32][C@@H:27]([CH3:26])[C:28]([F:31])([F:30])[F:29])=[O:21])=[CH:17][N:16]=3)=[C:11]([CH2:24][OH:25])[O:10][N:9]=2)=[CH:6][CH:7]=1. The yield is 0.600. (3) The reactants are [Cl:1][C:2]1[N:3]=[C:4]([C:9]([NH:11][C@H:12]2[CH2:17][CH2:16][N:15]([C:18]3[S:19][C:20]([C:26]([O:28][CH2:29][CH3:30])=[O:27])=[C:21]([C:23](O)=[O:24])[N:22]=3)[CH2:14][C@H:13]2[O:31][CH2:32][CH3:33])=[O:10])[NH:5][C:6]=1[CH2:7][CH3:8].[CH3:34][O:35][CH2:36][CH:37]([NH2:39])[CH3:38].CCN=C=NCCCN(C)C.Cl.ON1C2C=CC=CC=2N=N1. No catalyst specified. The product is [Cl:1][C:2]1[N:3]=[C:4]([C:9]([NH:11][C@H:12]2[CH2:17][CH2:16][N:15]([C:18]3[S:19][C:20]([C:26]([O:28][CH2:29][CH3:30])=[O:27])=[C:21]([C:23](=[O:24])[NH:39][CH:37]([CH3:38])[CH2:36][O:35][CH3:34])[N:22]=3)[CH2:14][C@H:13]2[O:31][CH2:32][CH3:33])=[O:10])[NH:5][C:6]=1[CH2:7][CH3:8]. The yield is 0.800.